Dataset: Forward reaction prediction with 1.9M reactions from USPTO patents (1976-2016). Task: Predict the product of the given reaction. (1) Given the reactants [Br:1][C:2]1[C:3]([C:12]2[O:13][CH:14]=[CH:15][CH:16]=2)=[N:4][C:5]([NH2:11])=[N:6][C:7]=1S(C)=O.[CH:17]1[CH:18]=[CH:19][C:20]([CH2:23][CH2:24][OH:25])=[CH:21][CH:22]=1.C1CCN2C(=NCCC2)CC1, predict the reaction product. The product is: [Br:1][C:2]1[C:3]([C:12]2[O:13][CH:14]=[CH:15][CH:16]=2)=[N:4][C:5]([NH2:11])=[N:6][C:7]=1[O:25][CH2:24][CH2:23][C:20]1[CH:21]=[CH:22][CH:17]=[CH:18][CH:19]=1. (2) Given the reactants [C:1]([N:4]1[CH2:9][CH2:8][CH:7]([C:10]2([C:13]([OH:15])=O)[CH2:12][CH2:11]2)[CH2:6][CH2:5]1)(=[O:3])[CH3:2].[F:16][C:17]1[CH:18]=[C:19]([C:24]2[CH:29]=[CH:28][C:27]([NH2:30])=[CH:26][CH:25]=2)[CH:20]=[C:21]([F:23])[CH:22]=1, predict the reaction product. The product is: [F:16][C:17]1[CH:18]=[C:19]([C:24]2[CH:25]=[CH:26][C:27]([NH:30][C:13]([C:10]3([CH:7]4[CH2:6][CH2:5][N:4]([C:1](=[O:3])[CH3:2])[CH2:9][CH2:8]4)[CH2:11][CH2:12]3)=[O:15])=[CH:28][CH:29]=2)[CH:20]=[C:21]([F:23])[CH:22]=1. (3) Given the reactants C([O:8][C:9]1[CH:14]=[CH:13][C:12]([C:15]([N:17]2[CH2:26][C:25]3[CH:24]=[N:23][N:22]([CH3:27])[C:21]=3[NH:20][C:19]3[CH:28]=[CH:29][CH:30]=[CH:31][C:18]2=3)=[O:16])=[CH:11][CH:10]=1)C1C=CC=CC=1, predict the reaction product. The product is: [OH:8][C:9]1[CH:14]=[CH:13][C:12]([C:15]([N:17]2[CH2:26][C:25]3[CH:24]=[N:23][N:22]([CH3:27])[C:21]=3[NH:20][C:19]3[CH:28]=[CH:29][CH:30]=[CH:31][C:18]2=3)=[O:16])=[CH:11][CH:10]=1. (4) Given the reactants [NH2:1][CH:2]1[C:11]2[C:6](=[CH:7][CH:8]=[C:9]([N+:12]([O-:14])=[O:13])[CH:10]=2)[CH2:5][CH2:4][CH:3]1[OH:15].[OH-].[Na+].[C:18]1([C:27]2[CH:32]=[CH:31][CH:30]=[CH:29][CH:28]=2)[CH:23]=[CH:22][C:21]([C:24](Cl)=[O:25])=[CH:20][CH:19]=1, predict the reaction product. The product is: [OH:15][CH:3]1[CH2:4][CH2:5][C:6]2[C:11](=[CH:10][C:9]([N+:12]([O-:14])=[O:13])=[CH:8][CH:7]=2)[CH:2]1[NH:1][C:24]([C:21]1[CH:22]=[CH:23][C:18]([C:27]2[CH:28]=[CH:29][CH:30]=[CH:31][CH:32]=2)=[CH:19][CH:20]=1)=[O:25]. (5) Given the reactants [NH2:1][C@H:2]([CH2:22][C:23]1[CH:28]=[CH:27][C:26]([O:29][CH3:30])=[CH:25][CH:24]=1)[C:3]([N:5]1[CH2:10][CH2:9][C:8]([C:17](=[O:21])[CH2:18][CH2:19][CH3:20])([CH:11]2[CH2:16][CH2:15][CH2:14][CH2:13][CH2:12]2)[CH2:7][CH2:6]1)=[O:4].Cl[C:32](OC1C=CC([N+]([O-])=O)=CC=1)=[O:33].N.[NH2:45][CH2:46][CH2:47][C:48]1[N:52]=[CH:51][NH:50][CH:49]=1.[OH-].[Na+], predict the reaction product. The product is: [C:17]([C:8]1([CH:11]2[CH2:12][CH2:13][CH2:14][CH2:15][CH2:16]2)[CH2:9][CH2:10][N:5]([C:3](=[O:4])[C@H:2]([NH:1][C:32]([NH:45][CH2:46][CH2:47][C:48]2[N:52]=[CH:51][NH:50][CH:49]=2)=[O:33])[CH2:22][C:23]2[CH:24]=[CH:25][C:26]([O:29][CH3:30])=[CH:27][CH:28]=2)[CH2:6][CH2:7]1)(=[O:21])[CH2:18][CH2:19][CH3:20].